This data is from Full USPTO retrosynthesis dataset with 1.9M reactions from patents (1976-2016). The task is: Predict the reactants needed to synthesize the given product. Given the product [OH:20][C:2]1[CH:7]=[CH:6][C:5]([C:8](=[O:10])[CH3:9])=[CH:4][CH:3]=1, predict the reactants needed to synthesize it. The reactants are: I[C:2]1[CH:7]=[CH:6][C:5]([C:8](=[O:10])[CH3:9])=[CH:4][CH:3]=1.BrC1C=CC(C(=[O:20])C)=CC=1.[OH-].[Cs+].